Dataset: Full USPTO retrosynthesis dataset with 1.9M reactions from patents (1976-2016). Task: Predict the reactants needed to synthesize the given product. (1) The reactants are: Cl.[NH2:2][C@@H:3]([CH2:8][CH2:9][CH2:10][NH:11][C:12]([O:14][C:15]([CH3:18])([CH3:17])[CH3:16])=[O:13])[C:4]([O:6][CH3:7])=[O:5].[C:19]1([CH:25]([C:35]2[CH:40]=[CH:39][CH:38]=[CH:37][CH:36]=2)[C:26]2[CH:34]=[CH:33][C:29]([C:30](O)=[O:31])=[CH:28][CH:27]=2)[CH:24]=[CH:23][CH:22]=[CH:21][CH:20]=1.C(N(C(C)C)CC)(C)C.CN(C(ON1N=NC2C=CC=CC1=2)=[N+](C)C)C.F[P-](F)(F)(F)(F)F. Given the product [C:15]([O:14][C:12]([NH:11][CH2:10][CH2:9][CH2:8][C@H:3]([NH:2][C:30]([C:29]1[CH:28]=[CH:27][C:26]([CH:25]([C:19]2[CH:24]=[CH:23][CH:22]=[CH:21][CH:20]=2)[C:35]2[CH:40]=[CH:39][CH:38]=[CH:37][CH:36]=2)=[CH:34][CH:33]=1)=[O:31])[C:4]([O:6][CH3:7])=[O:5])=[O:13])([CH3:18])([CH3:17])[CH3:16], predict the reactants needed to synthesize it. (2) Given the product [F:32][C:29]1[CH:30]=[CH:31][C:25]2[N:24]=[C:23]([C:18]3[C:17]4[C:16]5[C:11](=[CH:12][CH:13]=[CH:14][CH:15]=5)[N:10]([C:8]5[CH:7]=[CH:6][C:3]([C:4]([NH2:5])=[O:34])=[C:2]([NH:39][CH2:40][CH2:41][CH2:42][OH:43])[CH:9]=5)[C:22]=4[CH:21]=[CH:20][CH:19]=3)[NH:27][C:26]=2[CH:28]=1, predict the reactants needed to synthesize it. The reactants are: F[C:2]1[CH:9]=[C:8]([N:10]2[C:22]3[CH:21]=[CH:20][CH:19]=[C:18]([C:23]4[NH:27][C:26]5[CH:28]=[C:29]([F:32])[CH:30]=[CH:31][C:25]=5[N:24]=4)[C:17]=3[C:16]3[C:11]2=[CH:12][CH:13]=[CH:14][CH:15]=3)[CH:7]=[CH:6][C:3]=1[C:4]#[N:5].C(=O)([O-])[O-:34].[K+].[K+].[NH2:39][CH2:40][CH2:41][CH2:42][OH:43].[OH-].[Na+].OO. (3) Given the product [OH:9][C:10]1[CH:11]=[CH:12][C:13]([CH2:16][CH2:17][C:18]([O:20][CH2:1][C:2]2[CH:7]=[CH:6][CH:5]=[CH:4][CH:3]=2)=[O:19])=[CH:14][CH:15]=1, predict the reactants needed to synthesize it. The reactants are: [CH2:1](Br)[C:2]1[CH:7]=[CH:6][CH:5]=[CH:4][CH:3]=1.[OH:9][C:10]1[CH:15]=[CH:14][C:13]([CH2:16][CH2:17][C:18]([OH:20])=[O:19])=[CH:12][CH:11]=1.C(=O)([O-])[O-].[K+].[K+]. (4) The reactants are: C(S([N:7]=[C:8]([C:22]1[CH:23]=[CH:24][CH:25]=[C:26]2[C:31]=1[N:30]=[CH:29][CH:28]=[CH:27]2)[C:9]1[CH:21]=[CH:20][C:12]([C:13]([N:15]([CH2:18][CH3:19])[CH2:16][CH3:17])=[O:14])=[CH:11][CH:10]=1)=O)(C)(C)C.Cl.CCOCC. Given the product [NH2:7][CH:8]([C:22]1[CH:23]=[CH:24][CH:25]=[C:26]2[C:31]=1[N:30]=[CH:29][CH:28]=[CH:27]2)[C:9]1[CH:21]=[CH:20][C:12]([C:13]([N:15]([CH2:18][CH3:19])[CH2:16][CH3:17])=[O:14])=[CH:11][CH:10]=1, predict the reactants needed to synthesize it. (5) Given the product [F:1][C:2]1[CH:7]=[C:6]([F:8])[CH:5]=[C:4]([N+:10]([O-:12])=[O:11])[C:3]=1[OH:9], predict the reactants needed to synthesize it. The reactants are: [F:1][C:2]1[CH:7]=[C:6]([F:8])[CH:5]=[CH:4][C:3]=1[OH:9].[N+:10]([O-])([O:12]C(C)C)=[O:11].S(=O)(=O)(O)O. (6) The reactants are: CS(C)=O.C(Cl)(=O)C(Cl)=O.[OH:11][CH2:12][C@@H:13]1[CH2:17][C:16](/[CH:18]=[CH:19]/[CH3:20])=[CH:15][N:14]1[C:21]([C:23]1[CH:28]=[C:27]([O:29][CH3:30])[C:26]([O:31][Si:32]([CH:39]([CH3:41])[CH3:40])([CH:36]([CH3:38])[CH3:37])[CH:33]([CH3:35])[CH3:34])=[CH:25][C:24]=1[NH:42][C:43](=[O:48])[O:44][CH2:45][CH:46]=[CH2:47])=[O:22].C(N(CC)CC)C. Given the product [OH:11][C@@H:12]1[N:42]([C:43]([O:44][CH2:45][CH:46]=[CH2:47])=[O:48])[C:24]2[CH:25]=[C:26]([O:31][Si:32]([CH:39]([CH3:40])[CH3:41])([CH:33]([CH3:34])[CH3:35])[CH:36]([CH3:38])[CH3:37])[C:27]([O:29][CH3:30])=[CH:28][C:23]=2[C:21](=[O:22])[N:14]2[CH:15]=[C:16](/[CH:18]=[CH:19]/[CH3:20])[CH2:17][C@@H:13]12, predict the reactants needed to synthesize it. (7) The reactants are: [CH2:1]([O:3][C:4]([C:6]1([CH3:27])[CH2:11][CH2:10][N:9]([C:12]2[CH2:26][C:15]3([CH2:18][N:17](C(OC(C)(C)C)=O)[CH2:16]3)[O:14][N:13]=2)[CH2:8][CH2:7]1)=[O:5])[CH3:2].[CH:28]1([C:31]2[CH:36]=[C:35]([CH:37]=O)[C:34]([N:39]3[CH2:44][CH2:43][O:42][CH2:41][CH2:40]3)=[CH:33][C:32]=2[C:45]2[CH:50]=[CH:49][C:48]([F:51])=[CH:47][CH:46]=2)[CH2:30][CH2:29]1. Given the product [CH:28]1([C:31]2[CH:36]=[C:35]([CH2:37][N:17]3[CH2:16][C:15]4([CH2:26][C:12]([N:9]5[CH2:8][CH2:7][C:6]([CH3:27])([C:4]([O:3][CH2:1][CH3:2])=[O:5])[CH2:11][CH2:10]5)=[N:13][O:14]4)[CH2:18]3)[C:34]([N:39]3[CH2:44][CH2:43][O:42][CH2:41][CH2:40]3)=[CH:33][C:32]=2[C:45]2[CH:46]=[CH:47][C:48]([F:51])=[CH:49][CH:50]=2)[CH2:29][CH2:30]1, predict the reactants needed to synthesize it. (8) Given the product [Cl:1][C:2]1[CH:7]=[CH:6][CH:5]=[CH:4][C:3]=1[C:8]1[N:9]=[N:10][N:11]([CH3:27])[C:12]=1[C:13]1[N:14]=[CH:15][N:16]([C:18]2[CH:26]=[CH:25][C:21]([C:22]([NH:36][CH:37]([CH3:42])[CH3:38])=[O:23])=[CH:20][N:19]=2)[CH:17]=1, predict the reactants needed to synthesize it. The reactants are: [Cl:1][C:2]1[CH:7]=[CH:6][CH:5]=[CH:4][C:3]=1[C:8]1[N:9]=[N:10][N:11]([CH3:27])[C:12]=1[C:13]1[N:14]=[CH:15][N:16]([C:18]2[CH:26]=[CH:25][C:21]([C:22](O)=[O:23])=[CH:20][N:19]=2)[CH:17]=1.CN(C(O[N:36]1N=N[C:38]2C=CC=[CH:42][C:37]1=2)=[N+](C)C)C.[B-](F)(F)(F)F.CCN(C(C)C)C(C)C.C(N)(C)C. (9) Given the product [CH2:39]([C:23]1[CH:24]=[C:25]([O:28][C:29]2[CH:30]=[C:31]([CH:36]([NH:38][C:5](=[O:7])[C:4]3[CH:8]=[CH:9][C:10]([C:12]([F:15])([F:14])[F:13])=[CH:11][C:3]=3[O:2][CH3:1])[CH3:37])[CH:32]=[C:33]([F:35])[CH:34]=2)[CH:26]=[CH:27][C:22]=1[CH2:21][CH2:20][C:19]([OH:41])=[O:18])[CH3:40], predict the reactants needed to synthesize it. The reactants are: [CH3:1][O:2][C:3]1[CH:11]=[C:10]([C:12]([F:15])([F:14])[F:13])[CH:9]=[CH:8][C:4]=1[C:5]([OH:7])=O.C([O:18][C:19](=[O:41])[CH2:20][CH2:21][C:22]1[CH:27]=[CH:26][C:25]([O:28][C:29]2[CH:34]=[C:33]([F:35])[CH:32]=[C:31]([CH:36]([NH2:38])[CH3:37])[CH:30]=2)=[CH:24][C:23]=1[CH2:39][CH3:40])C. (10) Given the product [Cl:1][C:2]1[CH:7]=[CH:6][C:5]([N:8]2[C:12]([CH3:13])=[C:11]([C:14]([Cl:19])=[O:16])[CH:10]=[N:9]2)=[CH:4][CH:3]=1, predict the reactants needed to synthesize it. The reactants are: [Cl:1][C:2]1[CH:7]=[CH:6][C:5]([N:8]2[C:12]([CH3:13])=[C:11]([C:14]([OH:16])=O)[CH:10]=[N:9]2)=[CH:4][CH:3]=1.S(Cl)([Cl:19])=O.